This data is from Forward reaction prediction with 1.9M reactions from USPTO patents (1976-2016). The task is: Predict the product of the given reaction. Given the reactants [F:1][C:2]([F:28])([N:14]1[C:19]([F:21])([F:20])[C:18]([F:23])([F:22])[O:17][C:16]([F:25])([F:24])[C:15]1([F:27])[F:26])[C:3]([F:13])([C:7]([F:12])(F)[C:8]([F:10])=O)C(F)=O.O1CCN(CC(CC(OC)=O)C(OC)=O)CC1.S([O:51][CH3:52])(OC)(=O)=O.[F-:53].[K+], predict the reaction product. The product is: [F:22][C:18]1([F:23])[O:17][C:16]([F:24])([F:25])[C:15]([F:26])([F:27])[N:14]([C:2]([F:28])([F:1])[C:3]([F:13])=[C:7]([F:12])[C:8]([F:10])([F:53])[O:51][CH3:52])[C:19]1([F:21])[F:20].